Task: Predict the reaction yield, written as a fraction of the theoretical maximum amount of product (1.0 means a 100% yield; for example, 0.34 means a 34% yield).. Dataset: Reaction yield outcomes from USPTO patents with 853,638 reactions (1) The reactants are [Br:1][C:2]1[CH:9]=[C:8]([C:10]([F:13])([F:12])[F:11])[CH:7]=[CH:6][C:3]=1[CH:4]=[O:5].[C:14](O)(C(F)(F)F)=O.[CH2:21]([OH:25])[CH2:22][CH:23]=C.[OH-].[Na+].[Li+].[OH-]. The catalyst is ClCCCl.O.CO. The product is [Br:1][C:2]1[CH:9]=[C:8]([C:10]([F:11])([F:12])[F:13])[CH:7]=[CH:6][C:3]=1[CH:4]1[CH2:14][CH:21]([OH:25])[CH2:22][CH2:23][O:5]1. The yield is 0.800. (2) The reactants are [NH2:1][C:2]([C:8]1[CH:13]=[CH:12][CH:11]=[C:10]([Br:14])[CH:9]=1)([CH3:7])[CH2:3][C@@H:4](O)[CH3:5].C[Si](N([Si](C)(C)C)C(=O)C(F)(F)F)(C)C.[C:30]([N:38]=[C:39]=[S:40])(=[O:37])C1C=CC=CC=1.Cl.C(OC([O:44][C:45]([CH3:48])([CH3:47])[CH3:46])=O)([O:44][C:45]([CH3:48])([CH3:47])[CH3:46])=O. The catalyst is C1COCC1.O. The product is [Br:14][C:10]1[CH:9]=[C:8]([C@:2]2([CH3:7])[CH2:3][C@@H:4]([CH3:5])[S:40][C:39]([NH:38][C:30](=[O:37])[O:44][C:45]([CH3:48])([CH3:47])[CH3:46])=[N:1]2)[CH:13]=[CH:12][CH:11]=1. The yield is 0.520. (3) The reactants are [NH2:1][C:2]1[CH:7]=[C:6]([C:8]([F:11])([F:10])[F:9])[C:5]([Br:12])=[CH:4][C:3]=1[NH:13][CH:14]1[CH2:19][CH2:18][N:17]([C@H:20]2[CH2:25][CH2:24][C@H:23]([O:26][CH3:27])[CH2:22][CH2:21]2)[CH2:16][CH2:15]1.C(N(C(C)C)CC)(C)C.[Cl:37][C:38](Cl)([O:40]C(=O)OC(Cl)(Cl)Cl)Cl.C([O-])(O)=O.[Na+]. The catalyst is ClCCl.O. The product is [ClH:37].[Br:12][C:5]1[C:6]([C:8]([F:10])([F:11])[F:9])=[CH:7][C:2]2[NH:1][C:38](=[O:40])[N:13]([CH:14]3[CH2:15][CH2:16][N:17]([C@H:20]4[CH2:25][CH2:24][C@H:23]([O:26][CH3:27])[CH2:22][CH2:21]4)[CH2:18][CH2:19]3)[C:3]=2[CH:4]=1. The yield is 0.270. (4) The reactants are Cl.Cl.[CH2:3]([CH:5]1[C:13]2[C:12]([N:14]3[CH2:19][CH2:18][NH:17][CH2:16][CH2:15]3)=[N:11][CH:10]=[N:9][C:8]=2[CH2:7][S:6]1)[CH3:4].[C:20]([O:24][C:25]([NH:27][C@H:28]([CH2:32][C:33]1[CH:38]=[CH:37][C:36]([Cl:39])=[C:35]([F:40])[CH:34]=1)[C:29](O)=[O:30])=[O:26])([CH3:23])([CH3:22])[CH3:21].CN(C(ON1N=NC2C=CC=CC1=2)=[N+](C)C)C.F[P-](F)(F)(F)(F)F. The catalyst is C(Cl)Cl.C(N(CC)CC)C. The product is [Cl:39][C:36]1[CH:37]=[CH:38][C:33]([CH2:32][C@@H:28]([NH:27][C:25](=[O:26])[O:24][C:20]([CH3:21])([CH3:22])[CH3:23])[C:29]([N:17]2[CH2:16][CH2:15][N:14]([C:12]3[C:13]4[CH:5]([CH2:3][CH3:4])[S:6][CH2:7][C:8]=4[N:9]=[CH:10][N:11]=3)[CH2:19][CH2:18]2)=[O:30])=[CH:34][C:35]=1[F:40]. The yield is 0.900. (5) The reactants are [F:1][C:2]1[CH:10]=[CH:9][CH:8]=[C:7]2[C:3]=1[CH2:4][CH2:5][N:6]2[C:11]([O:13][C:14]([CH3:17])([CH3:16])[CH3:15])=[O:12].[Br:18]N1C(=O)CCC1=O. The catalyst is C(Cl)Cl. The product is [Br:18][C:10]1[C:2]([F:1])=[C:3]2[C:7](=[CH:8][CH:9]=1)[N:6]([C:11]([O:13][C:14]([CH3:17])([CH3:16])[CH3:15])=[O:12])[CH2:5][CH2:4]2. The yield is 0.750. (6) The reactants are OC(C)(C)C[O:4][C@H:5]1[CH2:10][CH2:9][C@H:8]([N:11]2[C:16](=[O:17])[C:15]([CH2:18][C:19]3[CH:24]=[CH:23][C:22]([C:25]4[C:26]([C:31]#[N:32])=[CH:27][CH:28]=[CH:29][CH:30]=4)=[CH:21][CH:20]=3)=[C:14]([CH2:33][CH2:34][CH3:35])[N:13]3[N:36]=[C:37]([CH3:39])[N:38]=[C:12]23)[CH2:7][CH2:6]1.[CH2:47]([Sn](=O)[CH2:47][CH2:48][CH2:49][CH3:50])[CH2:48][CH2:49][CH3:50].[N:52]([Si](C)(C)C)=[N+:53]=[N-:54].[F-].C([N+](CC[CH2:75][CH3:76])(CCCC)CCCC)CCC.Cl.C(OCC)(=[O:80])C. The catalyst is O1CCCC1.C1(C)C=CC=CC=1. The product is [CH2:75]([C:48]([OH:80])([CH2:49][CH3:50])[CH2:47][O:4][C@H:5]1[CH2:6][CH2:7][C@H:8]([N:11]2[C:16](=[O:17])[C:15]([CH2:18][C:19]3[CH:24]=[CH:23][C:22]([C:25]4[CH:30]=[CH:29][CH:28]=[CH:27][C:26]=4[C:31]4[NH:32][N:54]=[N:53][N:52]=4)=[CH:21][CH:20]=3)=[C:14]([CH2:33][CH2:34][CH3:35])[N:13]3[N:36]=[C:37]([CH3:39])[N:38]=[C:12]23)[CH2:9][CH2:10]1)[CH3:76]. The yield is 0.320. (7) The reactants are [NH2:1][C:2]1[CH:7]=[C:6]([C:8]([CH3:11])([CH3:10])[CH3:9])[CH:5]=[CH:4][C:3]=1[NH:12][C:13](=O)[C:14]1[C:19]([CH2:20][O:21][Si](C(C)(C)C)(C)C)=[C:18]([Cl:29])[CH:17]=[CH:16][N:15]=1.[C:31](O)(=[O:33])[CH3:32]. No catalyst specified. The product is [C:31]([O:21][CH2:20][C:19]1[C:14]([C:13]2[NH:1][C:2]3[CH:7]=[C:6]([C:8]([CH3:9])([CH3:11])[CH3:10])[CH:5]=[CH:4][C:3]=3[N:12]=2)=[N:15][CH:16]=[CH:17][C:18]=1[Cl:29])(=[O:33])[CH3:32]. The yield is 0.440.